This data is from Full USPTO retrosynthesis dataset with 1.9M reactions from patents (1976-2016). The task is: Predict the reactants needed to synthesize the given product. (1) Given the product [CH3:30][C:31]1[CH:32]=[C:33]([NH:40][C:26]([C:22]2[CH:21]=[C:20]([N:17]3[CH2:16][CH2:15][CH:14]([N:10]4[CH2:9][CH2:8][C:7]5[CH:29]=[C:3]([O:2][CH3:1])[CH:4]=[CH:5][C:6]=5[NH:12][C:11]4=[O:13])[CH2:19][CH2:18]3)[N:25]=[CH:24][N:23]=2)=[O:27])[CH:34]=[C:35]2[C:39]=1[NH:38][N:37]=[CH:36]2, predict the reactants needed to synthesize it. The reactants are: [CH3:1][O:2][C:3]1[CH:4]=[CH:5][C:6]2[NH:12][C:11](=[O:13])[N:10]([CH:14]3[CH2:19][CH2:18][N:17]([C:20]4[N:25]=[CH:24][N:23]=[C:22]([C:26](O)=[O:27])[CH:21]=4)[CH2:16][CH2:15]3)[CH2:9][CH2:8][C:7]=2[CH:29]=1.[CH3:30][C:31]1[CH:32]=[C:33]([NH2:40])[CH:34]=[C:35]2[C:39]=1[NH:38][N:37]=[CH:36]2.CN(C(ON1N=NC2C=CC=CC1=2)=[N+](C)C)C.[B-](F)(F)(F)F. (2) Given the product [Cl-:74].[O:21]1[C:20]2[CH:25]=[CH:26][C:17]([NH2+:14][C:15]3[O:6][C:5]([C:7]4[CH:12]=[CH:11][CH:10]=[CH:9][C:8]=4[OH:13])=[CH:4][N:1]=3)=[CH:18][C:19]=2[O:24][CH2:23][CH2:22]1, predict the reactants needed to synthesize it. The reactants are: [N:1]([CH2:4][C:5]([C:7]1[CH:12]=[CH:11][CH:10]=[CH:9][C:8]=1[OH:13])=[O:6])=[N+]=[N-].[N:14]([C:17]1[CH:26]=[CH:25][C:20]2[O:21][CH2:22][CH2:23][O:24][C:19]=2[CH:18]=1)=[C:15]=S.C1C=CC(P(C2C=CC=CC=2)C2C=CC=CC=2)=CC=1.[N-]=[N+]=[N-].O1C2C=CC(NC3OC(C4C=CC=CC=4[N+]([O-])=O)=CN=3)=CC=2OCC1.[ClH:74].CCOCC. (3) Given the product [Cl:21][C:22]1[CH:27]=[CH:26][C:25]([Cl:28])=[CH:24][C:23]=1[S:29]([NH:1][C@@H:2]1[CH2:6][CH2:5][N:4]([C:7]#[N:16])[CH2:3]1)(=[O:31])=[O:30], predict the reactants needed to synthesize it. The reactants are: [NH2:1][C@@H:2]1[CH2:6][CH2:5][N:4]([C:7](OC(C)(C)C)=O)[CH2:3]1.C([N:16](CC)CC)C.[Cl:21][C:22]1[CH:27]=[CH:26][C:25]([Cl:28])=[CH:24][C:23]=1[S:29](Cl)(=[O:31])=[O:30].CCN(C(C)C)C(C)C.BrC#N. (4) Given the product [F:32][CH:2]([F:1])[C:3]1[CH:8]=[CH:7][C:6]([C:9]2[N:14]=[CH:13][N:12]=[C:11]([CH2:15][NH:16][C:17]([C@@H:19]3[C@@H:23]([F:24])[CH2:22][CH2:21][NH:20]3)=[O:18])[CH:10]=2)=[CH:5][CH:4]=1, predict the reactants needed to synthesize it. The reactants are: [F:1][CH:2]([F:32])[C:3]1[CH:8]=[CH:7][C:6]([C:9]2[N:14]=[CH:13][N:12]=[C:11]([CH2:15][NH:16][C:17]([C@@H:19]3[C@@H:23]([F:24])[CH2:22][CH2:21][N:20]3C(OC(C)(C)C)=O)=[O:18])[CH:10]=2)=[CH:5][CH:4]=1. (5) Given the product [CH3:1][O:2][C:3]1[CH:4]=[C:5]([C:11]2[N:19]=[C:20]3[CH:25]=[CH:24][C:23]([F:26])=[CH:22][N:21]3[C:13](=[O:15])[CH:12]=2)[CH:6]=[CH:7][C:8]=1[O:9][CH3:10], predict the reactants needed to synthesize it. The reactants are: [CH3:1][O:2][C:3]1[CH:4]=[C:5]([C:11](=O)[CH2:12][C:13]([O:15]CC)=O)[CH:6]=[CH:7][C:8]=1[O:9][CH3:10].[NH2:19][C:20]1[CH:25]=[CH:24][C:23]([F:26])=[CH:22][N:21]=1.CC1C=CC(S(O)(=O)=O)=CC=1. (6) Given the product [OH:1][C:2]1([CH2:9][NH:10][C:11]([C:13]2[C:14]3[CH:15]=[CH:16][C:17]([C:39]4[CH2:43][CH2:42][C:41](=[O:44])[CH:40]=4)=[N:18][C:19]=3[CH:20]=[CH:21][C:22]=2[Cl:23])=[O:12])[CH2:7][CH2:6][CH2:5][CH:4]([CH3:8])[CH2:3]1, predict the reactants needed to synthesize it. The reactants are: [OH:1][C:2]1([CH2:9][NH:10][C:11]([C:13]2[C:14]3[CH:15]=[CH:16][C:17](Cl)=[N:18][C:19]=3[CH:20]=[CH:21][C:22]=2[Cl:23])=[O:12])[CH2:7][CH2:6][CH2:5][CH:4]([CH3:8])[CH2:3]1.C(=O)([O-])[O-].[Cs+].[Cs+].CC1(C)C(C)(C)OB([C:39]2[CH2:43][CH2:42][C:41](=[O:44])[CH:40]=2)O1. (7) Given the product [F:26][C:27]([F:32])([F:31])[C:28]([OH:30])=[O:29].[CH3:1][O:2][C:3]1[CH:4]=[C:5]([C:11]2[N:16]=[CH:15][C:14](/[CH:17]=[CH:18]/[C:19]([OH:21])=[O:20])=[CH:13][CH:12]=2)[CH:6]=[CH:7][C:8]=1[O:9][CH3:10], predict the reactants needed to synthesize it. The reactants are: [CH3:1][O:2][C:3]1[CH:4]=[C:5]([C:11]2[N:16]=[CH:15][C:14](/[CH:17]=[CH:18]/[C:19]([O:21]C(C)(C)C)=[O:20])=[CH:13][CH:12]=2)[CH:6]=[CH:7][C:8]=1[O:9][CH3:10].[F:26][C:27]([F:32])([F:31])[C:28]([OH:30])=[O:29]. (8) Given the product [OH:34][CH2:33][C:32]([N:2]([CH3:1])[CH2:3][CH2:4][O:5][C:6]1[CH:15]=[CH:14][CH:13]=[C:12]2[C:7]=1[C:8]([NH:16][C:17]1[CH:22]=[CH:21][C:20]([O:23][C:24]3[CH:25]=[N:26][C:27]([CH3:30])=[CH:28][CH:29]=3)=[C:19]([CH3:31])[CH:18]=1)=[N:9][CH:10]=[N:11]2)=[O:36], predict the reactants needed to synthesize it. The reactants are: [CH3:1][NH:2][CH2:3][CH2:4][O:5][C:6]1[CH:15]=[CH:14][CH:13]=[C:12]2[C:7]=1[C:8]([NH:16][C:17]1[CH:22]=[CH:21][C:20]([O:23][C:24]3[CH:25]=[N:26][C:27]([CH3:30])=[CH:28][CH:29]=3)=[C:19]([CH3:31])[CH:18]=1)=[N:9][CH:10]=[N:11]2.[C:32]([OH:36])(=O)[CH2:33][OH:34].CN(C(ON1N=NC2C=CC=NC1=2)=[N+](C)C)C.F[P-](F)(F)(F)(F)F. (9) Given the product [CH2:1]([O:3][C:4]([C:6]1[C:14]2[C:9](=[CH:10][CH:11]=[C:12]([O:15][C:34]3[CH:35]=[CH:36][C:31]([C:30]([F:41])([F:40])[F:29])=[CH:32][CH:33]=3)[CH:13]=2)[N:8]([C:16]2[CH:21]=[CH:20][C:19]([Cl:22])=[CH:18][CH:17]=2)[C:7]=1[CH2:23][C:24]([O:26][CH2:27][CH3:28])=[O:25])=[O:5])[CH3:2], predict the reactants needed to synthesize it. The reactants are: [CH2:1]([O:3][C:4]([C:6]1[C:14]2[C:9](=[CH:10][CH:11]=[C:12]([OH:15])[CH:13]=2)[N:8]([C:16]2[CH:21]=[CH:20][C:19]([Cl:22])=[CH:18][CH:17]=2)[C:7]=1[CH2:23][C:24]([O:26][CH2:27][CH3:28])=[O:25])=[O:5])[CH3:2].[F:29][C:30]([F:41])([F:40])[C:31]1[CH:36]=[CH:35][C:34](B(O)O)=[CH:33][CH:32]=1.